From a dataset of NCI-60 drug combinations with 297,098 pairs across 59 cell lines. Regression. Given two drug SMILES strings and cell line genomic features, predict the synergy score measuring deviation from expected non-interaction effect. (1) Drug 1: COC1=C(C=C2C(=C1)N=CN=C2NC3=CC(=C(C=C3)F)Cl)OCCCN4CCOCC4. Drug 2: C(=O)(N)NO. Cell line: COLO 205. Synergy scores: CSS=24.0, Synergy_ZIP=0.593, Synergy_Bliss=3.37, Synergy_Loewe=-0.503, Synergy_HSA=4.86. (2) Drug 1: C1CC(=O)NC(=O)C1N2CC3=C(C2=O)C=CC=C3N. Synergy scores: CSS=-0.418, Synergy_ZIP=-0.877, Synergy_Bliss=-2.34, Synergy_Loewe=-3.37, Synergy_HSA=-3.00. Cell line: NCI-H522. Drug 2: C1CC(=O)NC(=O)C1N2C(=O)C3=CC=CC=C3C2=O. (3) Synergy scores: CSS=4.49, Synergy_ZIP=0.363, Synergy_Bliss=3.49, Synergy_Loewe=-2.39, Synergy_HSA=1.52. Drug 1: CN1C(=O)N2C=NC(=C2N=N1)C(=O)N. Drug 2: CC1=C(C(=CC=C1)Cl)NC(=O)C2=CN=C(S2)NC3=CC(=NC(=N3)C)N4CCN(CC4)CCO. Cell line: TK-10. (4) Drug 1: CC1=CC2C(CCC3(C2CCC3(C(=O)C)OC(=O)C)C)C4(C1=CC(=O)CC4)C. Drug 2: C1CN(P(=O)(OC1)NCCCl)CCCl. Cell line: NCIH23. Synergy scores: CSS=-0.934, Synergy_ZIP=1.80, Synergy_Bliss=1.31, Synergy_Loewe=-0.908, Synergy_HSA=-1.32. (5) Drug 1: CC1=C2C(C(=O)C3(C(CC4C(C3C(C(C2(C)C)(CC1OC(=O)C(C(C5=CC=CC=C5)NC(=O)OC(C)(C)C)O)O)OC(=O)C6=CC=CC=C6)(CO4)OC(=O)C)OC)C)OC. Drug 2: CC1OCC2C(O1)C(C(C(O2)OC3C4COC(=O)C4C(C5=CC6=C(C=C35)OCO6)C7=CC(=C(C(=C7)OC)O)OC)O)O. Cell line: SR. Synergy scores: CSS=96.3, Synergy_ZIP=1.50, Synergy_Bliss=1.27, Synergy_Loewe=0.734, Synergy_HSA=3.30. (6) Drug 1: CN(C)C1=NC(=NC(=N1)N(C)C)N(C)C. Drug 2: C1CN(P(=O)(OC1)NCCCl)CCCl. Cell line: 786-0. Synergy scores: CSS=-2.47, Synergy_ZIP=1.59, Synergy_Bliss=1.19, Synergy_Loewe=-1.65, Synergy_HSA=-1.70.